From a dataset of NCI-60 drug combinations with 297,098 pairs across 59 cell lines. Regression. Given two drug SMILES strings and cell line genomic features, predict the synergy score measuring deviation from expected non-interaction effect. (1) Drug 1: C1CCN(CC1)CCOC2=CC=C(C=C2)C(=O)C3=C(SC4=C3C=CC(=C4)O)C5=CC=C(C=C5)O. Drug 2: CN(C)N=NC1=C(NC=N1)C(=O)N. Cell line: 786-0. Synergy scores: CSS=1.86, Synergy_ZIP=-1.46, Synergy_Bliss=-1.24, Synergy_Loewe=-1.08, Synergy_HSA=-1.03. (2) Drug 1: C1CN(CCN1C(=O)CCBr)C(=O)CCBr. Drug 2: C1C(C(OC1N2C=NC3=C2NC=NCC3O)CO)O. Cell line: UACC-257. Synergy scores: CSS=15.1, Synergy_ZIP=-0.942, Synergy_Bliss=-0.794, Synergy_Loewe=-2.58, Synergy_HSA=-2.62. (3) Drug 1: CC1CCC2CC(C(=CC=CC=CC(CC(C(=O)C(C(C(=CC(C(=O)CC(OC(=O)C3CCCCN3C(=O)C(=O)C1(O2)O)C(C)CC4CCC(C(C4)OC)O)C)C)O)OC)C)C)C)OC. Drug 2: CC1=C(N=C(N=C1N)C(CC(=O)N)NCC(C(=O)N)N)C(=O)NC(C(C2=CN=CN2)OC3C(C(C(C(O3)CO)O)O)OC4C(C(C(C(O4)CO)O)OC(=O)N)O)C(=O)NC(C)C(C(C)C(=O)NC(C(C)O)C(=O)NCCC5=NC(=CS5)C6=NC(=CS6)C(=O)NCCC[S+](C)C)O. Cell line: CCRF-CEM. Synergy scores: CSS=19.8, Synergy_ZIP=3.83, Synergy_Bliss=9.50, Synergy_Loewe=0.0718, Synergy_HSA=3.25. (4) Drug 1: C1C(C(OC1N2C=C(C(=O)NC2=O)F)CO)O. Drug 2: CC(C)NC(=O)C1=CC=C(C=C1)CNNC.Cl. Cell line: SK-MEL-5. Synergy scores: CSS=9.69, Synergy_ZIP=-4.26, Synergy_Bliss=0.157, Synergy_Loewe=-6.89, Synergy_HSA=0.276. (5) Drug 1: CC(C1=C(C=CC(=C1Cl)F)Cl)OC2=C(N=CC(=C2)C3=CN(N=C3)C4CCNCC4)N. Drug 2: CC1C(C(CC(O1)OC2CC(OC(C2O)C)OC3=CC4=CC5=C(C(=O)C(C(C5)C(C(=O)C(C(C)O)O)OC)OC6CC(C(C(O6)C)O)OC7CC(C(C(O7)C)O)OC8CC(C(C(O8)C)O)(C)O)C(=C4C(=C3C)O)O)O)O. Cell line: IGROV1. Synergy scores: CSS=2.32, Synergy_ZIP=4.69, Synergy_Bliss=8.02, Synergy_Loewe=6.64, Synergy_HSA=6.79. (6) Cell line: MOLT-4. Synergy scores: CSS=40.7, Synergy_ZIP=-2.02, Synergy_Bliss=-1.08, Synergy_Loewe=-12.2, Synergy_HSA=-1.43. Drug 1: CS(=O)(=O)C1=CC(=C(C=C1)C(=O)NC2=CC(=C(C=C2)Cl)C3=CC=CC=N3)Cl. Drug 2: CS(=O)(=O)OCCCCOS(=O)(=O)C. (7) Drug 1: C1CN1C2=NC(=NC(=N2)N3CC3)N4CC4. Drug 2: CN(C(=O)NC(C=O)C(C(C(CO)O)O)O)N=O. Cell line: SNB-75. Synergy scores: CSS=23.8, Synergy_ZIP=-3.10, Synergy_Bliss=0.874, Synergy_Loewe=-31.7, Synergy_HSA=1.39. (8) Drug 1: C1CCC(CC1)NC(=O)N(CCCl)N=O. Drug 2: CN1C(=O)N2C=NC(=C2N=N1)C(=O)N. Cell line: NCI-H460. Synergy scores: CSS=6.54, Synergy_ZIP=-5.51, Synergy_Bliss=-4.34, Synergy_Loewe=-8.40, Synergy_HSA=-3.86.